Predict the reactants needed to synthesize the given product. From a dataset of Full USPTO retrosynthesis dataset with 1.9M reactions from patents (1976-2016). (1) Given the product [C:1]([CH2:3][C:4]1([CH2:17][NH:28][C@@H:26]2[CH2:27][C@H:25]2[C:19]2[CH:24]=[CH:23][CH:22]=[CH:21][CH:20]=2)[CH2:9][CH2:8][N:7]([C:10]([O:12][C:13]([CH3:16])([CH3:15])[CH3:14])=[O:11])[CH2:6][CH2:5]1)#[N:2], predict the reactants needed to synthesize it. The reactants are: [C:1]([CH2:3][C:4]1([CH:17]=O)[CH2:9][CH2:8][N:7]([C:10]([O:12][C:13]([CH3:16])([CH3:15])[CH3:14])=[O:11])[CH2:6][CH2:5]1)#[N:2].[C:19]1([CH:25]2[CH2:27][CH:26]2[NH2:28])[CH:24]=[CH:23][CH:22]=[CH:21][CH:20]=1.C(O)(=O)C.C(O[BH-](OC(=O)C)OC(=O)C)(=O)C.[Na+]. (2) Given the product [CH3:17][O:1][C:2]1[CH:3]=[C:4]([N+:14]([O-:16])=[O:15])[C:5]([CH2:8][C:9]([O:11][CH2:12][CH3:13])=[O:10])=[N:6][CH:7]=1, predict the reactants needed to synthesize it. The reactants are: [OH:1][C:2]1[CH:3]=[C:4]([N+:14]([O-:16])=[O:15])[C:5]([CH2:8][C:9]([O:11][CH2:12][CH3:13])=[O:10])=[N:6][CH:7]=1.[C:17](=O)([O-])[O-].[K+].[K+].CN(C)C=O.CI. (3) Given the product [CH2:29]([C:28]1[CH:27]=[CH:26][CH:25]=[C:24]([CH2:31][CH3:32])[C:23]=1[C:5]1[N:4]=[C:3]([CH2:2][NH:1][C:33](=[O:35])[CH3:34])[C:8]([CH2:9][N:10]([CH3:21])[C@@H:11]2[C:20]3[C:15](=[CH:16][CH:17]=[CH:18][CH:19]=3)[CH2:14][CH2:13][CH2:12]2)=[C:7]([CH3:22])[N:6]=1)[CH3:30], predict the reactants needed to synthesize it. The reactants are: [NH2:1][CH2:2][C:3]1[C:8]([CH2:9][N:10]([CH3:21])[C@@H:11]2[C:20]3[C:15](=[CH:16][CH:17]=[CH:18][CH:19]=3)[CH2:14][CH2:13][CH2:12]2)=[C:7]([CH3:22])[N:6]=[C:5]([C:23]2[C:28]([CH2:29][CH3:30])=[CH:27][CH:26]=[CH:25][C:24]=2[CH2:31][CH3:32])[N:4]=1.[C:33](OC(=O)C)(=[O:35])[CH3:34]. (4) The reactants are: [CH2:1]([NH2:8])[C:2]1[CH:7]=[CH:6][CH:5]=[CH:4][CH:3]=1.[C:9](O[BH-](OC(=O)C)OC(=O)C)(=O)C.[Na+].[CH3:23][O:24][C:25]1[CH:26]=[C:27]2[C:32](=[CH:33][CH:34]=1)[N:31]=[CH:30][CH:29]=[C:28]2[CH2:35][CH2:36][CH:37]1[CH2:42][CH2:41][C:40](=O)[CH2:39][CH2:38]1.[O:44]=[C:45]1[NH:50][C:49]2[CH:51]=[C:52](C=O)[CH:53]=[CH:54][C:48]=2[O:47][CH2:46]1. Given the product [CH2:1]([N:8]([CH2:9][C:53]1[CH:52]=[CH:51][C:49]2[NH:50][C:45](=[O:44])[CH2:46][O:47][C:48]=2[CH:54]=1)[CH:40]1[CH2:41][CH2:42][CH:37]([CH2:36][CH2:35][C:28]2[C:27]3[C:32](=[CH:33][CH:34]=[C:25]([O:24][CH3:23])[CH:26]=3)[N:31]=[CH:30][CH:29]=2)[CH2:38][CH2:39]1)[C:2]1[CH:7]=[CH:6][CH:5]=[CH:4][CH:3]=1, predict the reactants needed to synthesize it. (5) Given the product [CH2:22]([N:2]([CH3:1])[S:3]([C:6]([F:17])([F:18])[C:7]([F:15])([F:16])[C:8]([F:13])([F:14])[C:9]([F:10])([F:12])[F:11])(=[O:5])=[O:4])[CH:23]=[CH2:24], predict the reactants needed to synthesize it. The reactants are: [CH3:1][NH:2][S:3]([C:6]([F:18])([F:17])[C:7]([F:16])([F:15])[C:8]([F:14])([F:13])[C:9]([F:12])([F:11])[F:10])(=[O:5])=[O:4].C[O-].[Na+].[CH2:22](Br)[CH:23]=[CH2:24].